Predict which catalyst facilitates the given reaction. From a dataset of Catalyst prediction with 721,799 reactions and 888 catalyst types from USPTO. Product: [Cl:1][C:2]1[N:3]=[CH:4][C:5]([C:6]([N:56]2[CH2:55][CH2:54][N:53]([S:50]([C:47]3[CH:46]=[CH:45][C:44]([C:43]([F:59])([F:60])[F:42])=[CH:49][CH:48]=3)(=[O:51])=[O:52])[CH2:58][CH2:57]2)=[O:8])=[CH:9][CH:10]=1. The catalyst class is: 91. Reactant: [Cl:1][C:2]1[CH:10]=[CH:9][C:5]([C:6]([OH:8])=O)=[CH:4][N:3]=1.CCN=C=NCCCN(C)C.Cl.C1C=CC2N(O)N=NC=2C=1.CCN(C(C)C)C(C)C.[F:42][C:43]([F:60])([F:59])[C:44]1[CH:49]=[CH:48][C:47]([S:50]([N:53]2[CH2:58][CH2:57][NH:56][CH2:55][CH2:54]2)(=[O:52])=[O:51])=[CH:46][CH:45]=1.